Dataset: NCI-60 drug combinations with 297,098 pairs across 59 cell lines. Task: Regression. Given two drug SMILES strings and cell line genomic features, predict the synergy score measuring deviation from expected non-interaction effect. (1) Drug 1: CCC(=C(C1=CC=CC=C1)C2=CC=C(C=C2)OCCN(C)C)C3=CC=CC=C3.C(C(=O)O)C(CC(=O)O)(C(=O)O)O. Drug 2: C1C(C(OC1N2C=NC3=C2NC=NCC3O)CO)O. Cell line: A549. Synergy scores: CSS=13.9, Synergy_ZIP=-1.27, Synergy_Bliss=3.46, Synergy_Loewe=3.47, Synergy_HSA=3.50. (2) Drug 1: C1=NC2=C(N=C(N=C2N1C3C(C(C(O3)CO)O)F)Cl)N. Drug 2: C1=CN(C=N1)CC(O)(P(=O)(O)O)P(=O)(O)O. Cell line: SK-MEL-28. Synergy scores: CSS=14.8, Synergy_ZIP=-3.79, Synergy_Bliss=-3.25, Synergy_Loewe=-28.6, Synergy_HSA=-3.50. (3) Drug 1: C1C(C(OC1N2C=C(C(=O)NC2=O)F)CO)O. Drug 2: CC1=C(N=C(N=C1N)C(CC(=O)N)NCC(C(=O)N)N)C(=O)NC(C(C2=CN=CN2)OC3C(C(C(C(O3)CO)O)O)OC4C(C(C(C(O4)CO)O)OC(=O)N)O)C(=O)NC(C)C(C(C)C(=O)NC(C(C)O)C(=O)NCCC5=NC(=CS5)C6=NC(=CS6)C(=O)NCCC[S+](C)C)O. Cell line: SNB-19. Synergy scores: CSS=22.0, Synergy_ZIP=-9.95, Synergy_Bliss=-1.49, Synergy_Loewe=-7.35, Synergy_HSA=1.72.